This data is from Forward reaction prediction with 1.9M reactions from USPTO patents (1976-2016). The task is: Predict the product of the given reaction. Given the reactants [F:1][C:2]1[CH:7]=[CH:6][C:5]([C:8](=[O:10])[CH3:9])=[CH:4][C:3]=1[CH:11]([OH:18])[C:12]1[CH:17]=[CH:16][CH:15]=[CH:14][CH:13]=1.CO[CH:21](OC)[N:22]([CH3:24])[CH3:23], predict the reaction product. The product is: [CH3:21][N:22]([CH3:24])/[CH:23]=[CH:9]/[C:8]([C:5]1[CH:6]=[CH:7][C:2]([F:1])=[C:3]([CH:11]([OH:18])[C:12]2[CH:13]=[CH:14][CH:15]=[CH:16][CH:17]=2)[CH:4]=1)=[O:10].